From a dataset of Forward reaction prediction with 1.9M reactions from USPTO patents (1976-2016). Predict the product of the given reaction. (1) Given the reactants CN(C)[CH:3]=[CH:4][C:5](=O)[CH:6]([CH3:8])[CH3:7].[C:11]([CH2:13][C:14]([NH2:16])=[O:15])#[N:12].C(O)(=O)C.N1CCCCC1, predict the reaction product. The product is: [CH:6]([C:5]1[NH:16][C:14](=[O:15])[C:13]([C:11]#[N:12])=[CH:3][CH:4]=1)([CH3:8])[CH3:7]. (2) The product is: [CH3:1][N:2]1[C:6]([C:17]2[S:16][C:15]([NH2:14])=[N:19][CH:18]=2)=[CH:5][C:4]([C:10]([F:13])([F:12])[F:11])=[N:3]1. Given the reactants [CH3:1][N:2]1[C:6](B(O)O)=[CH:5][C:4]([C:10]([F:13])([F:12])[F:11])=[N:3]1.[NH2:14][C:15]1[S:16][C:17](Br)=[CH:18][N:19]=1.[O-]P([O-])([O-])=O.[K+].[K+].[K+], predict the reaction product. (3) Given the reactants Br[C:2]1[CH:6]=[C:5]([N:7]2[CH2:12][CH2:11][C:10]([CH3:14])([OH:13])[CH2:9][CH2:8]2)[N:4]([CH3:15])[N:3]=1.C1(C(C2C=CC=CC=2)=[NH:23])C=CC=CC=1.P([O-])([O-])([O-])=O.[K+].[K+].[K+].C(P(C(C)(C)C)C1C=CC=CC=1C1C(C(C)C)=CC(C(C)C)=CC=1C(C)C)(C)(C)C.C(=O)([O-])O.[Na+], predict the reaction product. The product is: [NH2:23][C:2]1[CH:6]=[C:5]([N:7]2[CH2:12][CH2:11][C:10]([CH3:14])([OH:13])[CH2:9][CH2:8]2)[N:4]([CH3:15])[N:3]=1. (4) Given the reactants [O:1]1[CH2:6][CH2:5][CH:4]([OH:7])[CH2:3][CH2:2]1.[H-].[Na+].Cl[C:11]1[C:12]2[N:20]=[C:19]([Cl:21])[CH:18]=[CH:17][C:13]=2[N:14]=[CH:15][N:16]=1, predict the reaction product. The product is: [Cl:21][C:19]1[CH:18]=[CH:17][C:13]2[N:14]=[CH:15][N:16]=[C:11]([O:7][CH:4]3[CH2:5][CH2:6][O:1][CH2:2][CH2:3]3)[C:12]=2[N:20]=1.